This data is from Reaction yield outcomes from USPTO patents with 853,638 reactions. The task is: Predict the reaction yield, written as a fraction of the theoretical maximum amount of product (1.0 means a 100% yield; for example, 0.34 means a 34% yield). (1) The catalyst is CN(C=O)C. The yield is 0.410. The reactants are Br[C:2]1[N:7]=[C:6]([CH3:8])[C:5]([CH:9]=[O:10])=[CH:4][CH:3]=1.[OH:11][C:12]1[CH:19]=[CH:18][C:15]([C:16]#[N:17])=[CH:14][CH:13]=1.C([O-])([O-])=O.[K+].[K+]. The product is [CH:9]([C:5]1[CH:4]=[CH:3][C:2]([O:11][C:12]2[CH:19]=[CH:18][C:15]([C:16]#[N:17])=[CH:14][CH:13]=2)=[N:7][C:6]=1[CH3:8])=[O:10]. (2) The reactants are [Br:1][C:2]1[C:3]([CH3:20])=[C:4]([NH:8][C:9](=[O:19])[CH2:10][C:11]2[C:16]([O:17][CH3:18])=[CH:15][CH:14]=[CH:13][N:12]=2)[CH:5]=[CH:6][CH:7]=1.C1N=CN([C:26](N2C=NC=C2)=[O:27])C=1. The catalyst is C1(C)C=CC=CC=1.CCOC(C)=O. The product is [Br:1][C:2]1[C:3]([CH3:20])=[C:4]([N:8]2[C:9](=[O:19])[CH:10]=[C:11]3[C:16]([O:17][CH3:18])=[CH:15][CH:14]=[CH:13][N:12]3[C:26]2=[O:27])[CH:5]=[CH:6][CH:7]=1. The yield is 0.500. (3) The reactants are Br[C:2]1[C:3]([CH3:19])=[N:4][C:5]([C:8]2[N:12]=[CH:11][N:10](C3CCCCO3)[N:9]=2)=[CH:6][CH:7]=1.B1(B2OC(C)(C)C(C)(C)O2)OC(C)(C)C(C)(C)O1.C([O-])(=O)C.[K+].C(=O)([O-])[O-].[K+].[K+].ClCCl.Br[C:53]1[N:58]=[C:57]2[N:59]([CH2:64][CH3:65])[C:60](=[O:63])[CH2:61][NH:62][C:56]2=[N:55][CH:54]=1. The catalyst is O1CCOCC1.C1C=CC(P(C2C=CC=CC=2)[C-]2C=CC=C2)=CC=1.C1C=CC(P(C2C=CC=CC=2)[C-]2C=CC=C2)=CC=1.Cl[Pd]Cl.[Fe+2].O. The product is [CH2:64]([N:59]1[C:57]2=[N:58][C:53]([C:2]3[C:3]([CH3:19])=[N:4][C:5]([C:8]4[NH:12][CH:11]=[N:10][N:9]=4)=[CH:6][CH:7]=3)=[CH:54][N:55]=[C:56]2[NH:62][CH2:61][C:60]1=[O:63])[CH3:65]. The yield is 0.570. (4) The reactants are [Mg].Br[C:3]1[CH:8]=[C:7]([O:9][CH2:10][O:11][CH2:12][CH3:13])[CH:6]=[CH:5][C:4]=1[CH3:14].[B:15](OC(C)C)([O:20]C(C)C)[O:16]C(C)C.Cl. The catalyst is O1CCCC1. The yield is 0.870. The product is [CH2:12]([O:11][CH2:10][O:9][C:7]1[CH:6]=[CH:5][C:4]([CH3:14])=[C:3]([B:15]([OH:20])[OH:16])[CH:8]=1)[CH3:13]. (5) The reactants are [O:1]=[C:2]1[NH:7][C:6]2[CH:8]=[C:9]([C:12](OC)=[O:13])[CH:10]=[N:11][C:5]=2[N:4]2[CH2:16][CH2:17][CH2:18][C@@H:3]12.[H-].[Na+].[H-].[H-].[H-].[H-].[Li+].[Al+3]. The catalyst is C1COCC1. The product is [OH:13][CH2:12][C:9]1[CH:10]=[N:11][C:5]2[N:4]3[CH2:16][CH2:17][CH2:18][C@H:3]3[C:2](=[O:1])[NH:7][C:6]=2[CH:8]=1. The yield is 0.740. (6) The reactants are [NH2:1][C:2]1[CH:10]=[CH:9][C:5]([C:6]([OH:8])=O)=[CH:4][C:3]=1[O:11][CH3:12].C(N(CC)CC)C.Cl.CN(C)CCCN=C=NCC.[NH2:32][CH2:33][CH2:34][OH:35]. The catalyst is C(Cl)Cl.C(O)(C)C.C(Cl)(Cl)Cl. The product is [NH2:1][C:2]1[CH:10]=[CH:9][C:5]([C:6]([NH:32][CH2:33][CH2:34][OH:35])=[O:8])=[CH:4][C:3]=1[O:11][CH3:12]. The yield is 0.170.